Dataset: Catalyst prediction with 721,799 reactions and 888 catalyst types from USPTO. Task: Predict which catalyst facilitates the given reaction. (1) Reactant: C(OC([N:8]1[CH2:13][CH2:12][CH:11]([CH2:14][C:15]2[CH:20]=[CH:19][C:18]([Cl:21])=[CH:17][CH:16]=2)[CH2:10][CH2:9]1)=O)(C)(C)C.Cl.C(=O)([O-])[O-].[Na+].[Na+]. Product: [Cl:21][C:18]1[CH:17]=[CH:16][C:15]([CH2:14][CH:11]2[CH2:10][CH2:9][NH:8][CH2:13][CH2:12]2)=[CH:20][CH:19]=1. The catalyst class is: 12. (2) Reactant: [CH:1]1([CH2:4][O:5][C:6]2[CH:14]=[CH:13][C:9]([C:10](O)=[O:11])=[CH:8][C:7]=2[F:15])[CH2:3][CH2:2]1.C(Cl)(=O)C([Cl:19])=O. Product: [CH:1]1([CH2:4][O:5][C:6]2[CH:14]=[CH:13][C:9]([C:10]([Cl:19])=[O:11])=[CH:8][C:7]=2[F:15])[CH2:3][CH2:2]1. The catalyst class is: 118. (3) Reactant: [OH:1][C:2]1[CH:11]=[C:10]2[C:5]([C:6]([NH:12][C:13]3[CH:18]=[C:17]([NH:19][C:20]([C:22]4[CH:27]=[CH:26][N:25]=[C:24]([N:28]5[CH2:33][CH2:32][O:31][CH2:30][CH2:29]5)[CH:23]=4)=[O:21])[CH:16]=[CH:15][C:14]=3[CH3:34])=[N:7][CH:8]=[N:9]2)=[CH:4][C:3]=1[O:35][CH3:36].C1(C)C=CC(S(O[CH2:47][CH2:48][N:49]2[CH:53]=[CH:52][N:51]=[N:50]2)(=O)=O)=CC=1.C(=O)([O-])[O-].[Cs+].[Cs+]. Product: [CH3:36][O:35][C:3]1[CH:4]=[C:5]2[C:10](=[CH:11][C:2]=1[O:1][CH2:47][CH2:48][N:49]1[CH:53]=[CH:52][N:51]=[N:50]1)[N:9]=[CH:8][N:7]=[C:6]2[NH:12][C:13]1[CH:18]=[C:17]([NH:19][C:20]([C:22]2[CH:27]=[CH:26][N:25]=[C:24]([N:28]3[CH2:33][CH2:32][O:31][CH2:30][CH2:29]3)[CH:23]=2)=[O:21])[CH:16]=[CH:15][C:14]=1[CH3:34]. The catalyst class is: 80. (4) Reactant: [C:1]([C:3]1[CH:4]=[C:5]([NH:9][C:10]2[C:19]3[C:14](=[CH:15][CH:16]=[C:17]([NH2:20])[CH:18]=3)[N:13]=[CH:12][N:11]=2)[CH:6]=[CH:7][CH:8]=1)#[CH:2].[N:21]1[CH:26]=[CH:25]C=C[CH:22]=1.Cl[C:28](OC1C=CC=CC=1)=[O:29].COC(OC)CNC. Product: [C:1]([C:3]1[CH:4]=[C:5]([NH:9][C:10]2[C:19]3[C:14](=[CH:15][CH:16]=[C:17]([N:20]4[CH:25]=[CH:26][N:21]([CH3:22])[C:28]4=[O:29])[CH:18]=3)[N:13]=[CH:12][N:11]=2)[CH:6]=[CH:7][CH:8]=1)#[CH:2]. The catalyst class is: 39.